This data is from Full USPTO retrosynthesis dataset with 1.9M reactions from patents (1976-2016). The task is: Predict the reactants needed to synthesize the given product. (1) Given the product [CH2:1]([N:5]1[CH2:10][CH2:9][N:8]([CH:11]([C:37]2[CH:38]=[CH:39][CH:40]=[CH:41][CH:42]=2)[C:12]2[O:13][C:16]([C@H:18]3[C@@H:23]([C:24]4[CH:25]=[CH:26][CH:27]=[CH:28][CH:29]=4)[CH2:22][CH2:21][CH2:20][NH:19]3)=[N:15][N:14]=2)[C:7](=[O:43])[C:6]1=[O:44])[CH2:2][CH2:3][CH3:4], predict the reactants needed to synthesize it. The reactants are: [CH2:1]([N:5]1[CH2:10][CH2:9][N:8]([CH:11]([C:37]2[CH:42]=[CH:41][CH:40]=[CH:39][CH:38]=2)[C:12]([NH:14][NH:15][C:16]([CH:18]2[CH:23]([C:24]3[CH:29]=[CH:28][CH:27]=[CH:26][CH:25]=3)[CH2:22][CH2:21][CH2:20][N:19]2C(OC(C)(C)C)=O)=O)=[O:13])[C:7](=[O:43])[C:6]1=[O:44])[CH2:2][CH2:3][CH3:4].CC[N+](S(N=C(OC)[O-])(=O)=O)(CC)CC.Cl. (2) Given the product [Cl:17][C:16]1[CH:15]=[CH:14][C:13]([NH:18][C:19]([N:21]2[CH2:25][CH2:24][CH2:23][CH2:22]2)=[O:20])=[CH:12][C:11]=1[C:9]1[N:10]=[C:5]2[N:4]=[CH:3][C:2]([C:35]3[CH:34]=[CH:33][C:32]([NH:31][C:29](=[O:30])[O:28][CH3:27])=[CH:37][CH:36]=3)=[CH:7][N:6]2[CH:8]=1, predict the reactants needed to synthesize it. The reactants are: Br[C:2]1[CH:3]=[N:4][C:5]2[N:6]([CH:8]=[C:9]([C:11]3[CH:12]=[C:13]([NH:18][C:19]([N:21]4[CH2:25][CH2:24][CH2:23][CH2:22]4)=[O:20])[CH:14]=[CH:15][C:16]=3[Cl:17])[N:10]=2)[CH:7]=1.[Br-].[CH3:27][O:28][C:29]([NH:31][C:32]1[CH:37]=[CH:36][C:35](B(O)O)=[CH:34][CH:33]=1)=[O:30]. (3) Given the product [OH:32][C:30]([CH3:33])([CH3:31])[CH2:29][N:27]1[CH:28]=[C:24]([C:22]2[CH:21]=[CH:20][C:17]3[C:18]4[N:19]=[C:10]([C:6]5[N:5]([CH:3]6[CH2:4][N:1]([C:36](=[O:37])[CH3:39])[CH2:2]6)[CH:9]=[CH:8][N:7]=5)[S:11][C:12]=4[CH2:13][CH2:14][O:15][C:16]=3[CH:23]=2)[CH:25]=[N:26]1, predict the reactants needed to synthesize it. The reactants are: [NH:1]1[CH2:4][CH:3]([N:5]2[CH:9]=[CH:8][N:7]=[C:6]2[C:10]2[S:11][C:12]3[CH2:13][CH2:14][O:15][C:16]4[CH:23]=[C:22]([C:24]5[CH:25]=[N:26][N:27]([CH2:29][C:30]([CH3:33])([OH:32])[CH3:31])[CH:28]=5)[CH:21]=[CH:20][C:17]=4[C:18]=3[N:19]=2)[CH2:2]1.CN(C)[CH:36]=[O:37].[CH:39](N(CC)C(C)C)(C)C.F[P-](F)(F)(F)(F)F.C[N+](C)=C(N(C)C)ON1C2N=CC=CC=2N=N1.